Task: Predict the product of the given reaction.. Dataset: Forward reaction prediction with 1.9M reactions from USPTO patents (1976-2016) (1) Given the reactants [Br:1][C:2]1[CH:3]=[CH:4][C:5]([O:9][CH3:10])=[C:6]([OH:8])[CH:7]=1.[CH:11](I)([CH3:13])[CH3:12], predict the reaction product. The product is: [Br:1][C:2]1[CH:3]=[CH:4][C:5]([O:9][CH3:10])=[C:6]([O:8][CH:11]([CH3:13])[CH3:12])[CH:7]=1. (2) Given the reactants F[C:2]1[CH:3]=[C:4]([NH:9][C:10](=[O:19])/[CH:11]=[CH:12]/C2C=CC=CC=2)[CH:5]=[C:6]([F:8])[CH:7]=1.FC1C=C(NC(=O)C=CC2C=CC=CC=2)C=CC=1.[Cl-].[Cl-].[Cl-].[Al+3].FC1C(F)=C2C(C=CC(=O)N2)=CC=1, predict the reaction product. The product is: [F:8][C:6]1[CH:5]=[C:4]2[C:3]([CH:12]=[CH:11][C:10](=[O:19])[NH:9]2)=[CH:2][CH:7]=1. (3) The product is: [NH2:8][C:9]1([CH3:17])[C:13]2([CH2:14][CH2:15]2)[C:12](=[O:16])[N:11]([CH2:24][C:25]2[CH:30]=[CH:29][CH:28]=[CH:27][CH:26]=2)[CH2:10]1. Given the reactants C(OC([NH:8][C:9]1([CH3:17])[C:13]2([CH2:15][CH2:14]2)[C:12](=[O:16])[NH:11][CH2:10]1)=O)(C)(C)C.C(O[K])(C)(C)C.[CH2:24](Cl)[C:25]1[CH:30]=[CH:29][CH:28]=[CH:27][CH:26]=1.O, predict the reaction product. (4) Given the reactants [C:1]1([C:7]2[CH:12]=[CH:11][C:10]([OH:13])=[CH:9][CH:8]=2)[CH:6]=[CH:5][CH:4]=[CH:3][CH:2]=1.[CH2:14]([CH:16]1[O:18][CH2:17]1)Br.C(=O)([O-])[O-].[K+].[K+], predict the reaction product. The product is: [CH2:14]([O:13][C:10]1[CH:9]=[CH:8][C:7]([C:1]2[CH:2]=[CH:3][CH:4]=[CH:5][CH:6]=2)=[CH:12][CH:11]=1)[CH:16]1[O:18][CH2:17]1. (5) The product is: [CH3:1][C:2]1[C:3]([C:16]2[CH:21]=[CH:20][CH:19]=[CH:18][CH:17]=2)=[N:4][C:5]2[C:10]([N:11]=1)=[CH:9][C:8]([C:12]([OH:14])=[O:13])=[CH:7][CH:6]=2. Given the reactants [CH3:1][C:2]1[C:3]([C:16]2[CH:21]=[CH:20][CH:19]=[CH:18][CH:17]=2)=[N:4][C:5]2[C:10]([N:11]=1)=[CH:9][C:8]([C:12]([O:14]C)=[O:13])=[CH:7][CH:6]=2.[Li+].[OH-], predict the reaction product. (6) Given the reactants C([BH3-])#N.[Na+].[F:5][C:6]1[CH:7]=[C:8]2[C:12](=[CH:13][CH:14]=1)[NH:11][CH:10]=[C:9]2[CH2:15][C:16]([O:18][CH3:19])=[O:17], predict the reaction product. The product is: [F:5][C:6]1[CH:7]=[C:8]2[C:12](=[CH:13][CH:14]=1)[NH:11][CH2:10][CH:9]2[CH2:15][C:16]([O:18][CH3:19])=[O:17]. (7) Given the reactants [N:1]([C:4]1[CH:21]=[CH:20][C:7]([C:8]([NH:10][CH2:11][CH2:12][N:13]2[CH2:18][CH2:17][N:16]([CH3:19])[CH2:15][CH2:14]2)=[O:9])=[CH:6][CH:5]=1)=[N+:2]=[N-:3].O=[C:23]([CH2:30][CH2:31][CH3:32])[CH2:24][C:25]([O:27]CC)=[O:26].[O-]CC.[Na+].Cl, predict the reaction product. The product is: [CH3:19][N:16]1[CH2:17][CH2:18][N:13]([CH2:12][CH2:11][NH:10][C:8]([C:7]2[CH:6]=[CH:5][C:4]([N:1]3[C:23]([CH2:30][CH2:31][CH3:32])=[C:24]([C:25]([OH:27])=[O:26])[N:3]=[N:2]3)=[CH:21][CH:20]=2)=[O:9])[CH2:14][CH2:15]1. (8) Given the reactants [N:1]1[C:9]2[C:4](=[N:5][CH:6]=[CH:7][CH:8]=2)[NH:3][C:2]=1[C:10]1[C:22]2[C:21]3[C:16](=[CH:17][CH:18]=[CH:19][CH:20]=3)[C:15](=[N:23]O)[C:14]=2[CH:13]=[CH:12][CH:11]=1, predict the reaction product. The product is: [N:1]1[C:9]2[C:4](=[N:5][CH:6]=[CH:7][CH:8]=2)[NH:3][C:2]=1[C:10]1[C:22]2[C:21]3[C:16](=[CH:17][CH:18]=[CH:19][CH:20]=3)[CH:15]([NH2:23])[C:14]=2[CH:13]=[CH:12][CH:11]=1.